From a dataset of NCI-60 drug combinations with 297,098 pairs across 59 cell lines. Regression. Given two drug SMILES strings and cell line genomic features, predict the synergy score measuring deviation from expected non-interaction effect. (1) Drug 1: CS(=O)(=O)C1=CC(=C(C=C1)C(=O)NC2=CC(=C(C=C2)Cl)C3=CC=CC=N3)Cl. Drug 2: C1CCN(CC1)CCOC2=CC=C(C=C2)C(=O)C3=C(SC4=C3C=CC(=C4)O)C5=CC=C(C=C5)O. Cell line: A498. Synergy scores: CSS=13.5, Synergy_ZIP=0.582, Synergy_Bliss=6.80, Synergy_Loewe=7.04, Synergy_HSA=6.96. (2) Drug 1: C1=CC(=CC=C1CCC2=CNC3=C2C(=O)NC(=N3)N)C(=O)NC(CCC(=O)O)C(=O)O. Drug 2: CCC1(CC2CC(C3=C(CCN(C2)C1)C4=CC=CC=C4N3)(C5=C(C=C6C(=C5)C78CCN9C7C(C=CC9)(C(C(C8N6C)(C(=O)OC)O)OC(=O)C)CC)OC)C(=O)OC)O.OS(=O)(=O)O. Cell line: U251. Synergy scores: CSS=59.0, Synergy_ZIP=-3.36, Synergy_Bliss=-4.83, Synergy_Loewe=-2.74, Synergy_HSA=-1.74. (3) Drug 1: C1=C(C(=O)NC(=O)N1)N(CCCl)CCCl. Drug 2: CCN(CC)CCCC(C)NC1=C2C=C(C=CC2=NC3=C1C=CC(=C3)Cl)OC. Cell line: SK-MEL-2. Synergy scores: CSS=17.6, Synergy_ZIP=-6.19, Synergy_Bliss=-4.92, Synergy_Loewe=-9.15, Synergy_HSA=-4.63. (4) Drug 1: CC(CN1CC(=O)NC(=O)C1)N2CC(=O)NC(=O)C2. Drug 2: C(=O)(N)NO. Cell line: NCIH23. Synergy scores: CSS=15.3, Synergy_ZIP=-6.11, Synergy_Bliss=2.10, Synergy_Loewe=-7.77, Synergy_HSA=2.13. (5) Drug 1: CC1C(C(CC(O1)OC2CC(CC3=C2C(=C4C(=C3O)C(=O)C5=C(C4=O)C(=CC=C5)OC)O)(C(=O)CO)O)N)O.Cl. Drug 2: C1C(C(OC1N2C=NC(=NC2=O)N)CO)O. Cell line: LOX IMVI. Synergy scores: CSS=7.89, Synergy_ZIP=0.510, Synergy_Bliss=5.60, Synergy_Loewe=1.72, Synergy_HSA=1.78. (6) Drug 1: CC1CCC2CC(C(=CC=CC=CC(CC(C(=O)C(C(C(=CC(C(=O)CC(OC(=O)C3CCCCN3C(=O)C(=O)C1(O2)O)C(C)CC4CCC(C(C4)OC)O)C)C)O)OC)C)C)C)OC. Drug 2: C1CN(P(=O)(OC1)NCCCl)CCCl. Cell line: PC-3. Synergy scores: CSS=15.0, Synergy_ZIP=-1.39, Synergy_Bliss=1.63, Synergy_Loewe=-64.4, Synergy_HSA=2.82. (7) Cell line: SR. Drug 1: COC1=CC(=CC(=C1O)OC)C2C3C(COC3=O)C(C4=CC5=C(C=C24)OCO5)OC6C(C(C7C(O6)COC(O7)C8=CC=CS8)O)O. Synergy scores: CSS=69.8, Synergy_ZIP=3.57, Synergy_Bliss=3.29, Synergy_Loewe=-23.5, Synergy_HSA=3.75. Drug 2: C1=NC2=C(N=C(N=C2N1C3C(C(C(O3)CO)O)O)F)N.